Dataset: Catalyst prediction with 721,799 reactions and 888 catalyst types from USPTO. Task: Predict which catalyst facilitates the given reaction. (1) Reactant: [CH2:1]([N:3]([S:9]([C:12]1[CH:17]=[CH:16][C:15]([F:18])=[CH:14][CH:13]=1)(=[O:11])=[O:10])[C:4](=[CH2:8])[C:5]([OH:7])=O)[CH3:2].CCOC(OC(OCC)=O)=O.[CH:30]1([CH2:33][N:34]2[CH2:39][CH2:38][N:37]([C:40]3[CH:45]=[C:44]([CH2:46][NH2:47])[CH:43]=[C:42]([C:48]4[CH:53]=[CH:52][C:51]([O:54][C:55]([F:58])([F:57])[F:56])=[CH:50][CH:49]=4)[N:41]=3)[CH2:36][CH2:35]2)[CH2:32][CH2:31]1. Product: [CH:30]1([CH2:33][N:34]2[CH2:35][CH2:36][N:37]([C:40]3[CH:45]=[C:44]([CH2:46][NH:47][C:5](=[O:7])[C:4]([N:3]([CH2:1][CH3:2])[S:9]([C:12]4[CH:17]=[CH:16][C:15]([F:18])=[CH:14][CH:13]=4)(=[O:11])=[O:10])=[CH2:8])[CH:43]=[C:42]([C:48]4[CH:53]=[CH:52][C:51]([O:54][C:55]([F:56])([F:58])[F:57])=[CH:50][CH:49]=4)[N:41]=3)[CH2:38][CH2:39]2)[CH2:32][CH2:31]1. The catalyst class is: 1. (2) Reactant: [S:1]1[CH:5]=[CH:4][C:3]2[C:6]([N:10]3[CH2:15][CH2:14][N:13]([CH2:16][CH2:17][CH2:18][CH2:19][O:20][C:21]4[CH:30]=[C:29]5[C:24]([C:25]([CH3:35])([CH3:34])[CH2:26][C:27](=[O:33])[N:28]5[CH2:31][OH:32])=[CH:23][CH:22]=4)[CH2:12][CH2:11]3)=[CH:7][CH:8]=[CH:9][C:2]1=2.S1C=CC2C(N3CCN(CCCCOC4C=C5C(C(C)(C)CC(=O)N5)=CC=4)CC3)=CC=CC1=2.N1C=CC=CC=1.Cl[C:76]([O:78][CH2:79][CH2:80][CH2:81][CH2:82][CH2:83][CH2:84][CH2:85][CH2:86][CH2:87][CH3:88])=[O:77]. Product: [CH2:79]([O:78][C:76](=[O:77])[O:32][CH2:31][N:28]1[C:29]2[C:24](=[CH:23][CH:22]=[C:21]([O:20][CH2:19][CH2:18][CH2:17][CH2:16][N:13]3[CH2:14][CH2:15][N:10]([C:6]4[C:3]5[CH:4]=[CH:5][S:1][C:2]=5[CH:9]=[CH:8][CH:7]=4)[CH2:11][CH2:12]3)[CH:30]=2)[C:25]([CH3:35])([CH3:34])[CH2:26][C:27]1=[O:33])[CH2:80][CH2:81][CH2:82][CH2:83][CH2:84][CH2:85][CH2:86][CH2:87][CH3:88]. The catalyst class is: 34. (3) Product: [NH2:1][CH2:2][CH2:3][CH2:4][CH2:5][NH:6][C:7]([C:9]1[CH:14]=[CH:13][C:12]([NH:15][C:16]2[N:21]=[C:20]([O:22][CH2:23][C:24]([F:25])([F:26])[F:27])[N:19]=[C:18]([NH:28][C:29]3([C:32]([OH:34])=[O:33])[CH2:31][CH2:30]3)[N:17]=2)=[CH:11][CH:10]=1)=[O:8]. Reactant: [NH2:1][CH2:2][CH2:3][CH2:4][CH2:5][NH:6][C:7]([C:9]1[CH:14]=[CH:13][C:12]([NH:15][C:16]2[N:21]=[C:20]([O:22][CH2:23][C:24]([F:27])([F:26])[F:25])[N:19]=[C:18]([NH:28][C:29]3([C:32]([O:34]CC)=[O:33])[CH2:31][CH2:30]3)[N:17]=2)=[CH:11][CH:10]=1)=[O:8].C(=O)([O-])[O-].[K+].[K+].Cl. The catalyst class is: 95. (4) Reactant: [C:1]1([C:5]2[N:13]([CH2:14][C@H:15]3[CH2:20][CH2:19][C@H:18]([CH3:21])[CH2:17][CH2:16]3)[C:12]3[C:7](=[N:8][C:9]([C:29]#[N:30])=[N:10][C:11]=3[NH:22][C@@H:23]([CH:25]3[CH2:28][CH2:27][CH2:26]3)[CH3:24])[N:6]=2)[CH2:4][CH2:3][CH:2]=1. Product: [CH:1]1([C:5]2[N:13]([CH2:14][C@H:15]3[CH2:20][CH2:19][C@H:18]([CH3:21])[CH2:17][CH2:16]3)[C:12]3[C:7](=[N:8][C:9]([C:29]#[N:30])=[N:10][C:11]=3[NH:22][C@@H:23]([CH:25]3[CH2:28][CH2:27][CH2:26]3)[CH3:24])[N:6]=2)[CH2:2][CH2:3][CH2:4]1. The catalyst class is: 579.